Dataset: Reaction yield outcomes from USPTO patents with 853,638 reactions. Task: Predict the reaction yield, written as a fraction of the theoretical maximum amount of product (1.0 means a 100% yield; for example, 0.34 means a 34% yield). (1) The reactants are C(O)(C(F)(F)F)=[O:2].[OH:8][C:9]1[C:22]2[C:21](=[O:23])[C:20]3[C:15](=[C:16]([O:24][CH3:25])[CH:17]=[CH:18][CH:19]=3)[O:14][C:13]=2[CH:12]=[C:11]([O:26][CH2:27][CH:28]2[CH2:30][O:29]2)[CH:10]=1. No catalyst specified. The product is [OH:29][CH:28]([CH2:30][OH:2])[CH2:27][O:26][C:11]1[CH:10]=[C:9]([OH:8])[C:22]2[C:21](=[O:23])[C:20]3[C:15]([O:14][C:13]=2[CH:12]=1)=[C:16]([O:24][CH3:25])[CH:17]=[CH:18][CH:19]=3. The yield is 0.473. (2) The reactants are [N:1]1[CH:6]=[CH:5][CH:4]=[C:3]([C@@H:7]2[CH2:11][CH2:10][C@@H:9]([OH:12])[CH2:8]2)[CH:2]=1.[C:13](O)(=[O:15])[CH3:14].CC(OC(/N=N/C(OC(C)C)=O)=O)C.C1(P(C2C=CC=CC=2)C2C=CC=CC=2)C=CC=CC=1. The catalyst is C1COCC1.CCOC(C)=O. The product is [C:13]([O:12][C@H:9]1[CH2:10][CH2:11][C@@H:7]([C:3]2[CH:2]=[N:1][CH:6]=[CH:5][CH:4]=2)[CH2:8]1)(=[O:15])[CH3:14]. The yield is 1.00.